From a dataset of Reaction yield outcomes from USPTO patents with 853,638 reactions. Predict the reaction yield, written as a fraction of the theoretical maximum amount of product (1.0 means a 100% yield; for example, 0.34 means a 34% yield). (1) The reactants are C(O[CH:4](OCC)[CH2:5][C:6]#[N:7])C.[NH2:11][C:12]1[CH:19]=[C:18]([Br:20])[CH:17]=[CH:16][C:13]=1[CH:14]=O.O.C1(C)C=CC(S(O)(=O)=O)=CC=1. The catalyst is C1(C)C=CC=CC=1. The product is [Br:20][C:18]1[CH:19]=[C:12]2[C:13]([CH:14]=[C:5]([C:6]#[N:7])[CH:4]=[N:11]2)=[CH:16][CH:17]=1. The yield is 0.660. (2) The reactants are Br[C:2]1[C:11]([OH:12])=[C:10]([C:13]2[N:14]=[N:15][C:16]([O:19][CH:20]3[CH2:25][C:24]([CH3:27])([CH3:26])[NH:23][C:22]([CH3:29])([CH3:28])[CH2:21]3)=[CH:17][CH:18]=2)[CH:9]=[C:8]2[C:3]=1[CH:4]=[CH:5][N:6]=[C:7]2[OH:30]. The catalyst is C(O)C.Cl.[Pd]. The product is [CH3:28][C:22]1([CH3:29])[CH2:21][CH:20]([O:19][C:16]2[N:15]=[N:14][C:13]([C:10]3[CH:9]=[C:8]4[C:3]([CH:4]=[CH:5][N:6]=[C:7]4[OH:30])=[CH:2][C:11]=3[OH:12])=[CH:18][CH:17]=2)[CH2:25][C:24]([CH3:27])([CH3:26])[NH:23]1. The yield is 0.230. (3) The reactants are [NH2:1][CH2:2][C:3]12[CH2:12][CH:7]3[CH2:8][CH:9]([CH2:11][C:5]([C:13]([OH:15])=[O:14])([CH2:6]3)[CH2:4]1)[CH2:10]2.Cl.[CH3:17]O. The catalyst is O1CCOCC1. The product is [NH2:1][CH2:2][C:3]12[CH2:12][CH:7]3[CH2:8][CH:9]([CH2:11][C:5]([C:13]([O:15][CH3:17])=[O:14])([CH2:6]3)[CH2:4]1)[CH2:10]2. The yield is 0.820. (4) The reactants are [CH3:1][O:2][C:3]1[CH:67]=[C:66]([O:68][CH3:69])[CH:65]=[C:64]([O:70][CH3:71])[C:4]=1/[CH:5]=[CH:6]/[CH:7]([S:27]([CH:30](/[CH:50]=[CH:51]/[C:52]1[C:57]([O:58][CH3:59])=[CH:56][C:55]([O:60][CH3:61])=[CH:54][C:53]=1[O:62][CH3:63])[C:31]1[CH:36]=[CH:35][C:34]([O:37][CH3:38])=[C:33]([O:39]S(C2C=CC(C)=CC=2)(=O)=O)[CH:32]=1)(=[O:29])=[O:28])[C:8]1[CH:13]=[CH:12][C:11]([O:14][CH3:15])=[C:10]([O:16]S(C2C=CC(C)=CC=2)(=O)=O)[CH:9]=1.[OH-].[Na+].Cl. The catalyst is CO. The product is [CH3:71][O:70][C:64]1[CH:65]=[C:66]([O:68][CH3:69])[CH:67]=[C:3]([O:2][CH3:1])[C:4]=1/[CH:5]=[CH:6]/[CH:7]([S:27]([CH:30](/[CH:50]=[CH:51]/[C:52]1[C:53]([O:62][CH3:63])=[CH:54][C:55]([O:60][CH3:61])=[CH:56][C:57]=1[O:58][CH3:59])[C:31]1[CH:36]=[CH:35][C:34]([O:37][CH3:38])=[C:33]([OH:39])[CH:32]=1)(=[O:29])=[O:28])[C:8]1[CH:13]=[CH:12][C:11]([O:14][CH3:15])=[C:10]([OH:16])[CH:9]=1. The yield is 0.950. (5) The reactants are [CH3:1][N:2]1[C:6]([C:7]([OH:9])=O)=[CH:5][CH:4]=[N:3]1.C(Cl)(=O)C(Cl)=O.[NH2:16][C:17]1[CH:18]=[C:19]([CH:36]=[CH:37][CH:38]=1)[O:20][C:21]1[CH:22]=[CH:23][C:24]2[N:25]([CH:27]=[C:28]([NH:30][C:31]([CH:33]3[CH2:35][CH2:34]3)=[O:32])[N:29]=2)[N:26]=1. The catalyst is O1CCCC1.CN(C)C=O.CN(C)C(=O)C.C(=O)([O-])O.[Na+]. The product is [CH:33]1([C:31]([NH:30][C:28]2[N:29]=[C:24]3[CH:23]=[CH:22][C:21]([O:20][C:19]4[CH:18]=[C:17]([NH:16][C:7]([C:6]5[N:2]([CH3:1])[N:3]=[CH:4][CH:5]=5)=[O:9])[CH:38]=[CH:37][CH:36]=4)=[N:26][N:25]3[CH:27]=2)=[O:32])[CH2:34][CH2:35]1. The yield is 0.890. (6) The reactants are [Cu]([C:4]#[N:5])C#N.[Br:6][C:7]1[CH:8]=[CH:9][C:10]2[C:23]3[N:22]=[C:21]([C:24]4[C:29](Br)=[CH:28][CH:27]=[CH:26][C:25]=4Br)[NH:20][C:19]=3[C:18]3[C:13](=[CH:14][C:15]([C:32]([OH:35])([CH3:34])[CH3:33])=[CH:16][CH:17]=3)[C:11]=2[CH:12]=1.[NH4+].[OH-].C(OCC)(=O)C.[CH3:44][N:45](C=O)C. No catalyst specified. The product is [Br:6][C:7]1[CH:8]=[CH:9][C:10]2[C:23]3[N:22]=[C:21]([C:24]4[C:25]([C:4]#[N:5])=[CH:26][CH:27]=[CH:28][C:29]=4[C:44]#[N:45])[NH:20][C:19]=3[C:18]3[C:13](=[CH:14][C:15]([C:32]([OH:35])([CH3:33])[CH3:34])=[CH:16][CH:17]=3)[C:11]=2[CH:12]=1. The yield is 0.250.